The task is: Regression. Given two drug SMILES strings and cell line genomic features, predict the synergy score measuring deviation from expected non-interaction effect.. This data is from NCI-60 drug combinations with 297,098 pairs across 59 cell lines. Drug 1: CC1=CC=C(C=C1)C2=CC(=NN2C3=CC=C(C=C3)S(=O)(=O)N)C(F)(F)F. Drug 2: CC1CCCC2(C(O2)CC(NC(=O)CC(C(C(=O)C(C1O)C)(C)C)O)C(=CC3=CSC(=N3)C)C)C. Cell line: PC-3. Synergy scores: CSS=37.3, Synergy_ZIP=0.942, Synergy_Bliss=0.371, Synergy_Loewe=-4.70, Synergy_HSA=1.45.